From a dataset of Full USPTO retrosynthesis dataset with 1.9M reactions from patents (1976-2016). Predict the reactants needed to synthesize the given product. Given the product [Cl:1][C:2]1[N:3]=[C:4]([CH3:30])[NH:5][C:6]=1[C:7]([NH:9][CH2:10][C:11]1[CH:16]=[CH:15][C:14]([Cl:17])=[C:13]([O:18][C:19]2[CH:24]=[C:23]([CH:25]=[O:32])[CH:22]=[C:21]([C:27]#[N:28])[CH:20]=2)[C:12]=1[F:29])=[O:8], predict the reactants needed to synthesize it. The reactants are: [Cl:1][C:2]1[N:3]=[C:4]([CH3:30])[NH:5][C:6]=1[C:7]([NH:9][CH2:10][C:11]1[CH:16]=[CH:15][C:14]([Cl:17])=[C:13]([O:18][C:19]2[CH:24]=[C:23]([CH:25]=C)[CH:22]=[C:21]([C:27]#[N:28])[CH:20]=2)[C:12]=1[F:29])=[O:8].I([O-])(=O)(=O)=[O:32].[Na+].